This data is from Catalyst prediction with 721,799 reactions and 888 catalyst types from USPTO. The task is: Predict which catalyst facilitates the given reaction. (1) Reactant: [CH3:1][O:2][C:3]1[CH:23]=[CH:22][CH:21]=[CH:20][C:4]=1[CH2:5][NH:6][C:7]1[CH:12]=[CH:11][CH:10]=[CH:9][C:8]=1[O:13][C:14]1[CH:19]=[CH:18][CH:17]=[CH:16][CH:15]=1.[O-:24][C:25]#[N:26].[K+].O. Product: [NH2:26][C:25]([N:6]([CH2:5][C:4]1[CH:20]=[CH:21][CH:22]=[CH:23][C:3]=1[O:2][CH3:1])[C:7]1[CH:12]=[CH:11][CH:10]=[CH:9][C:8]=1[O:13][C:14]1[CH:15]=[CH:16][CH:17]=[CH:18][CH:19]=1)=[O:24]. The catalyst class is: 15. (2) Reactant: [Cl:1][C:2]1[CH:10]=[C:9]2[C:5](/[C:6](=[CH:20]/[C:21]3[CH:26]=[CH:25][CH:24]=[C:23]([Cl:27])[CH:22]=3)/[C:7](=[O:19])[N:8]2[CH2:11][O:12][CH2:13][CH2:14][Si](C)(C)C)=[CH:4][CH:3]=1.[F:28][C:29]1[C:34]([F:35])=[CH:33][CH:32]=[C:31]([O:36][CH:37]([CH3:39])[CH3:38])[C:30]=1[CH:40]=[N:41][C:42]([O:44][Si:45]([CH3:48])([CH3:47])[CH3:46])=[CH2:43]. Product: [Cl:1][C:2]1[CH:10]=[C:9]2[NH:8][C:7](=[O:19])[C:6]3([CH:20]([C:21]4[CH:26]=[CH:25][CH:24]=[C:23]([Cl:27])[CH:22]=4)[CH2:43][C:42](=[O:44])[NH:41][CH:40]3[C:30]3[C:31]([O:36][CH:37]([CH3:38])[CH3:39])=[CH:32][CH:33]=[C:34]([F:35])[C:29]=3[F:28])[C:5]2=[CH:4][CH:3]=1.[CH3:11][O:12][CH:13]([Si:45]([CH3:46])([CH3:47])[CH3:48])[CH3:14]. The catalyst class is: 11. (3) The catalyst class is: 137. Product: [C:25]([C:24]1[C:14]([N:11]2[CH2:10][CH2:9][CH:8]([C:6]([OH:7])=[O:5])[CH2:13][CH2:12]2)=[N:15][C:16]([O:27][CH3:28])=[C:17]([C:18]([O:20][CH2:21][CH3:22])=[O:19])[CH:23]=1)#[N:26]. Reactant: C([O:5][C:6]([CH:8]1[CH2:13][CH2:12][N:11]([C:14]2[C:24]([C:25]#[N:26])=[CH:23][C:17]([C:18]([O:20][CH2:21][CH3:22])=[O:19])=[C:16]([O:27][CH3:28])[N:15]=2)[CH2:10][CH2:9]1)=[O:7])(C)(C)C.